Dataset: Forward reaction prediction with 1.9M reactions from USPTO patents (1976-2016). Task: Predict the product of the given reaction. (1) Given the reactants O=C(Cl)[O:3][C:4](Cl)(Cl)[Cl:5].[CH2:9]([O:16][NH:17][C@H:18]1[CH2:23][N:22]([C:24]([O:26][C:27]([CH3:30])([CH3:29])[CH3:28])=[O:25])[C@H:21]([C:31]2[S:35][N:34]=[CH:33][N:32]=2)[CH2:20][CH2:19]1)[C:10]1[CH:15]=[CH:14][CH:13]=[CH:12][CH:11]=1, predict the reaction product. The product is: [CH2:9]([O:16][N:17]([C:4]([Cl:5])=[O:3])[C@H:18]1[CH2:23][N:22]([C:24]([O:26][C:27]([CH3:30])([CH3:29])[CH3:28])=[O:25])[C@H:21]([C:31]2[S:35][N:34]=[CH:33][N:32]=2)[CH2:20][CH2:19]1)[C:10]1[CH:15]=[CH:14][CH:13]=[CH:12][CH:11]=1. (2) Given the reactants [O:1]=[C:2]1[C:7]([CH:8]2[CH2:13][CH2:12][N:11](C(OCC3C=CC=CC=3)=O)[CH2:10][CH2:9]2)=[CH:6][C:5]([C:24]2[CH:29]=[CH:28][CH:27]=[CH:26][CH:25]=2)=[N:4][NH:3]1, predict the reaction product. The product is: [C:24]1([C:5]2[CH:6]=[C:7]([CH:8]3[CH2:13][CH2:12][NH:11][CH2:10][CH2:9]3)[C:2](=[O:1])[NH:3][N:4]=2)[CH:29]=[CH:28][CH:27]=[CH:26][CH:25]=1. (3) Given the reactants [OH:1][C:2]1[CH:3]=[C:4]2[C:9](=[CH:10][C:11]=1[O:12][CH3:13])[C:8]([CH2:14][C:15]1[CH:20]=[CH:19][CH:18]=[C:17]([O:21][CH2:22][CH3:23])[CH:16]=1)=[N:7][CH:6]=[C:5]2[CH:24]=[O:25].C(=O)([O-])[O-].[K+].[K+].[Br:32][CH2:33][CH2:34][CH2:35]Br, predict the reaction product. The product is: [Br:32][CH2:33][CH2:34][CH2:35][O:1][C:2]1[CH:3]=[C:4]2[C:9](=[CH:10][C:11]=1[O:12][CH3:13])[C:8]([CH2:14][C:15]1[CH:20]=[CH:19][CH:18]=[C:17]([O:21][CH2:22][CH3:23])[CH:16]=1)=[N:7][CH:6]=[C:5]2[CH:24]=[O:25]. (4) Given the reactants [NH2:1][C:2]1[CH:3]=[N:4][CH:5]=[CH:6][CH:7]=1.C(=O)([O-])O.[Na+].[C:13](O[C:13]([O:15][C:16]([CH3:19])([CH3:18])[CH3:17])=[O:14])([O:15][C:16]([CH3:19])([CH3:18])[CH3:17])=[O:14].C(=O)([O-])[O-].[Na+].[Na+], predict the reaction product. The product is: [N:4]1[CH:5]=[CH:6][CH:7]=[C:2]([NH:1][C:13](=[O:14])[O:15][C:16]([CH3:19])([CH3:18])[CH3:17])[CH:3]=1. (5) Given the reactants [Cl:1][C:2]1[CH:18]=[CH:17][C:5]2[N:6]([CH2:9][C:10]([O:12]C(C)(C)C)=[O:11])[N:7]=[N:8][C:4]=2[C:3]=1[O:19][C:20]1[CH:25]=[C:24]([C:26]#[N:27])[CH:23]=[C:22]([Cl:28])[CH:21]=1, predict the reaction product. The product is: [Cl:1][C:2]1[CH:18]=[CH:17][C:5]2[N:6]([CH2:9][C:10]([OH:12])=[O:11])[N:7]=[N:8][C:4]=2[C:3]=1[O:19][C:20]1[CH:25]=[C:24]([C:26]#[N:27])[CH:23]=[C:22]([Cl:28])[CH:21]=1. (6) Given the reactants [C:1]1([SH:7])[CH:6]=[CH:5][CH:4]=[CH:3][CH:2]=1.Cl[C:9]1[C:10]2[CH:17]=[C:16]([C:18]3[CH:23]=[CH:22][C:21]([OH:24])=[CH:20][CH:19]=3)[N:15]([CH3:25])[C:11]=2[N:12]=[CH:13][N:14]=1, predict the reaction product. The product is: [CH3:25][N:15]1[C:11]2[N:12]=[C:13]([S:7][C:1]3[CH:6]=[CH:5][CH:4]=[CH:3][CH:2]=3)[N:14]=[C:9]([S:7][C:1]3[CH:6]=[CH:5][CH:4]=[CH:3][CH:2]=3)[C:10]=2[CH:17]=[C:16]1[C:18]1[CH:23]=[CH:22][C:21]([OH:24])=[CH:20][CH:19]=1.